Dataset: NCI-60 drug combinations with 297,098 pairs across 59 cell lines. Task: Regression. Given two drug SMILES strings and cell line genomic features, predict the synergy score measuring deviation from expected non-interaction effect. (1) Drug 1: C1=CC(=CC=C1C#N)C(C2=CC=C(C=C2)C#N)N3C=NC=N3. Drug 2: CCN(CC)CCCC(C)NC1=C2C=C(C=CC2=NC3=C1C=CC(=C3)Cl)OC. Cell line: NCI-H522. Synergy scores: CSS=18.3, Synergy_ZIP=-4.11, Synergy_Bliss=0.264, Synergy_Loewe=2.93, Synergy_HSA=1.88. (2) Drug 1: CS(=O)(=O)OCCCCOS(=O)(=O)C. Drug 2: CC(C)(C#N)C1=CC(=CC(=C1)CN2C=NC=N2)C(C)(C)C#N. Cell line: HCC-2998. Synergy scores: CSS=9.90, Synergy_ZIP=-5.77, Synergy_Bliss=0.358, Synergy_Loewe=-2.89, Synergy_HSA=-2.51.